Dataset: Catalyst prediction with 721,799 reactions and 888 catalyst types from USPTO. Task: Predict which catalyst facilitates the given reaction. (1) Reactant: CC1C=CC(S([O:11][CH2:12][C:13]2[CH:18]=[CH:17][CH:16]=[C:15]([CH2:19]O)[N:14]=2)(=O)=O)=CC=1.[N-:21]=[N+:22]=[N-:23].[Na+]. Product: [N:21]([CH2:19][C:15]1[N:14]=[C:13]([CH2:12][OH:11])[CH:18]=[CH:17][CH:16]=1)=[N+:22]=[N-:23]. The catalyst class is: 3. (2) Reactant: [Cl:1][C:2]1[N:7]=[C:6]([C:8](=[O:10])[CH3:9])[CH:5]=[CH:4][C:3]=1[CH3:11].C1C(=O)N([Br:19])C(=O)C1. Product: [Br:19][CH2:11][C:3]1[CH:4]=[CH:5][C:6]([C:8](=[O:10])[CH3:9])=[N:7][C:2]=1[Cl:1]. The catalyst class is: 53. (3) Reactant: Cl[C:2]1[C:11]2[C:6](=[CH:7][C:8]([O:14][CH3:15])=[C:9]([O:12][CH3:13])[CH:10]=2)[N:5]=[CH:4][CH:3]=1.[F:16][C:17]1[N:22]=[CH:21][C:20](B(O)O)=[CH:19][C:18]=1[CH3:26].C(=O)([O-])[O-].[Na+].[Na+]. Product: [F:16][C:17]1[N:22]=[CH:21][C:20]([C:2]2[C:11]3[C:6](=[CH:7][C:8]([O:14][CH3:15])=[C:9]([O:12][CH3:13])[CH:10]=3)[N:5]=[CH:4][CH:3]=2)=[CH:19][C:18]=1[CH3:26]. The catalyst class is: 600. (4) Reactant: [CH3:1][C:2]1[C:3]([N+:11]([O-:13])=[O:12])=[C:4]([CH:8]=[CH:9][CH:10]=1)[C:5]([OH:7])=[O:6].[C:14](Cl)(C)=O. Product: [CH3:1][C:2]1[C:3]([N+:11]([O-:13])=[O:12])=[C:4]([CH:8]=[CH:9][CH:10]=1)[C:5]([O:7][CH3:14])=[O:6]. The catalyst class is: 191. (5) Reactant: [BrH:1].[N:2]1[CH:7]=[CH:6][CH:5]=[CH:4][C:3]=1[C:8](=[O:11])[CH2:9][CH3:10].BrBr. Product: [Br:1][CH:9]([CH3:10])[C:8]([C:3]1[CH:4]=[CH:5][CH:6]=[CH:7][N:2]=1)=[O:11]. The catalyst class is: 15. (6) Reactant: [N+:1]([C:4]1[CH:5]=[C:6]2[C:11](=[CH:12][CH:13]=1)[NH:10][C:9](=O)[NH:8][C:7]2=O)([O-:3])=[O:2].[CH2:16]([NH2:20])[CH2:17][CH2:18][CH3:19]. Product: [CH2:16]([NH:20][C:9]1[N:8]=[C:7]([NH:1][CH2:4][CH:5]=[C:6]([CH3:11])[CH3:7])[C:6]2[C:11](=[CH:12][CH:13]=[C:4]([N+:1]([O-:3])=[O:2])[CH:5]=2)[N:10]=1)[CH2:17][CH2:18][CH3:19]. The catalyst class is: 6.